From a dataset of Forward reaction prediction with 1.9M reactions from USPTO patents (1976-2016). Predict the product of the given reaction. (1) Given the reactants [Cl:1][C:2]1[CH:25]=[CH:24][C:5]([CH2:6][N:7]2[C:15]3[C:10](=[CH:11][C:12](/[CH:16]=[C:17]4/[C:18](=[O:23])[NH:19][C:20](=[O:22])[S:21]/4)=[CH:13][CH:14]=3)[CH:9]=[N:8]2)=[C:4]([C:26]([F:29])([F:28])[F:27])[CH:3]=1.[C@@H:30]1([CH2:40]O)[C@@H:39]2[N:34]([CH2:35][CH2:36][CH2:37][CH2:38]2)[CH2:33][CH2:32][CH2:31]1, predict the reaction product. The product is: [Cl:1][C:2]1[CH:25]=[CH:24][C:5]([CH2:6][N:7]2[C:15]3[C:10](=[CH:11][C:12](/[CH:16]=[C:17]4/[C:18](=[O:23])[N:19]([CH2:40][C@H:30]5[C@@H:39]6[N:34]([CH2:35][CH2:36][CH2:37][CH2:38]6)[CH2:33][CH2:32][CH2:31]5)[C:20](=[O:22])[S:21]/4)=[CH:13][CH:14]=3)[CH:9]=[N:8]2)=[C:4]([C:26]([F:27])([F:29])[F:28])[CH:3]=1. (2) Given the reactants [CH3:1][O:2][C:3]1[CH:8]=[C:7]([CH2:9][O:10][CH3:11])[CH:6]=[C:5]([O:12][CH3:13])[C:4]=1[C:14](=O)[CH:15]([O:17][C:18]1[CH:22]=[C:21]([CH2:23][CH3:24])[NH:20][N:19]=1)[CH3:16].O.C1(C)C=CC(S(O)(=O)=O)=CC=1.C([NH-])(=O)C, predict the reaction product. The product is: [CH3:1][O:2][C:3]1[CH:8]=[C:7]([CH2:9][O:10][CH3:11])[CH:6]=[C:5]([O:12][CH3:13])[C:4]=1[C:14]1[N:19]2[N:20]=[C:21]([CH2:23][CH3:24])[CH:22]=[C:18]2[O:17][C:15]=1[CH3:16]. (3) Given the reactants [Br-].[C:2]([CH2:5][CH2:6][CH2:7][CH2:8][P+](C1C=CC=CC=1)(C1C=CC=CC=1)C1C=CC=CC=1)([OH:4])=[O:3].CC(C)([O-])C.[K+].[Si:34]([O:41][CH2:42][C@@H:43]1[C@@H:50]2[C@@H:46]([O:47][CH:48](O)[CH2:49]2)[CH2:45][C@H:44]1[O:52][CH:53]1[CH2:58][CH2:57][CH2:56][CH2:55][O:54]1)([C:37]([CH3:40])([CH3:39])[CH3:38])([CH3:36])[CH3:35], predict the reaction product. The product is: [Si:34]([O:41][CH2:42][C@H:43]1[C@H:44]([O:52][CH:53]2[CH2:58][CH2:57][CH2:56][CH2:55][O:54]2)[CH2:45][C@H:46]([OH:47])[C@@H:50]1[CH2:49]/[CH:48]=[CH:8]\[CH2:7][CH2:6][CH2:5][C:2]([OH:4])=[O:3])([C:37]([CH3:40])([CH3:39])[CH3:38])([CH3:35])[CH3:36]. (4) The product is: [C:18]([OH:25])(=[O:24])/[CH:19]=[CH:20]\[C:21]([OH:23])=[O:22].[CH3:3][N:2]([CH2:4][C@@H:5]1[CH2:10][CH2:9][CH2:8][CH2:7][C@H:6]1[C:11]1[CH:12]=[C:13]([OH:17])[CH:14]=[CH:15][CH:16]=1)[CH3:1]. Given the reactants [CH3:1][N:2]([CH2:4][C@@H:5]1[CH2:10][CH2:9][CH2:8][CH2:7][C@H:6]1[C:11]1[CH:12]=[C:13]([OH:17])[CH:14]=[CH:15][CH:16]=1)[CH3:3].[C:18]([OH:25])(=[O:24])/[CH:19]=[CH:20]\[C:21]([OH:23])=[O:22], predict the reaction product.